Dataset: Reaction yield outcomes from USPTO patents with 853,638 reactions. Task: Predict the reaction yield, written as a fraction of the theoretical maximum amount of product (1.0 means a 100% yield; for example, 0.34 means a 34% yield). (1) The reactants are [N+:1]([C:4]1[CH:5]=[N:6][N:7]2[CH:12]=[CH:11][CH:10]=[CH:9][C:8]=12)([O-])=O.[Cl-].[Ca+2].[Cl-].O. The catalyst is C(O)C.[Zn]. The product is [N:6]1[N:7]2[CH:12]=[CH:11][CH:10]=[CH:9][C:8]2=[C:4]([NH2:1])[CH:5]=1. The yield is 0.770. (2) The reactants are [CH3:1][O:2][C:3]1[C:4]([N+:9]([O-])=O)=[N:5][CH:6]=[CH:7][CH:8]=1. The catalyst is C(O)C.[Pd]. The product is [CH3:1][O:2][C:3]1[C:4]([NH2:9])=[N:5][CH:6]=[CH:7][CH:8]=1. The yield is 0.910. (3) The reactants are [CH2:1]([N:5](CCCC)CCCC)[CH2:2]CC.[CH:14]1[CH:19]=[C:18]2[CH:20]([CH2:27][O:28]C(NCC(O)=O)=O)[C:21]3[C:26]([C:17]2=[CH:16][CH:15]=1)=[CH:25][CH:24]=[CH:23][CH:22]=3.ClC(OCC(C)C)=[O:38].[NH2:44][C@H:45]1[CH2:68][CH2:67][C@@:66]2([CH3:69])[C@H:47]([CH2:48][CH2:49][C@@H:50]3[C@@H:65]2[CH2:64][C:63](=[O:70])[C@@:62]2([CH3:71])[C@H:51]3[CH2:52][CH2:53][C@@H:54]2[C@H:55]([CH3:61])[CH2:56][CH2:57][C:58]([OH:60])=[O:59])[CH2:46]1. The catalyst is C1COCC1.CN(C=O)C. The product is [CH:22]1[C:21]2[CH:20]([CH2:27][O:28][NH:5][CH2:1][C:2]([NH:44][C@H:45]3[CH2:68][CH2:67][C@@:66]4([CH3:69])[C@H:47]([CH2:48][CH2:49][C@@H:50]5[C@@H:65]4[CH2:64][C:63](=[O:70])[C@@:62]4([CH3:71])[C@H:51]5[CH2:52][CH2:53][C@@H:54]4[C@H:55]([CH3:61])[CH2:56][CH2:57][C:58]([OH:60])=[O:59])[CH2:46]3)=[O:38])[C:18]3[C:17](=[CH:16][CH:15]=[CH:14][CH:19]=3)[C:26]=2[CH:25]=[CH:24][CH:23]=1. The yield is 0.660.